This data is from Forward reaction prediction with 1.9M reactions from USPTO patents (1976-2016). The task is: Predict the product of the given reaction. (1) Given the reactants [CH2:1]([O:8][C:9]1[CH:18]=[C:17]2[C:12]([C:13]([Cl:19])=[N:14][CH:15]=[N:16]2)=[CH:11][C:10]=1[O:20][CH3:21])[C:2]1[CH:7]=[CH:6][CH:5]=[CH:4][CH:3]=1.[Br:22][C:23]1[CH:29]=[CH:28][C:26]([NH2:27])=[C:25]([F:30])[CH:24]=1, predict the reaction product. The product is: [ClH:19].[CH2:1]([O:8][C:9]1[CH:18]=[C:17]2[C:12]([C:13]([NH:27][C:26]3[CH:28]=[CH:29][C:23]([Br:22])=[CH:24][C:25]=3[F:30])=[N:14][CH:15]=[N:16]2)=[CH:11][C:10]=1[O:20][CH3:21])[C:2]1[CH:7]=[CH:6][CH:5]=[CH:4][CH:3]=1. (2) Given the reactants [OH:1][C:2]1[CH:7]=[CH:6][C:5]([NH:8][C:9]([C:11]2[CH:16]=[CH:15][C:14]([C:17]3[CH:22]=[CH:21][CH:20]=[CH:19][CH:18]=3)=[CH:13][CH:12]=2)=[O:10])=[CH:4][C:3]=1[NH:23][C:24](=[O:32])[CH2:25][N:26]1[CH2:31][CH2:30][O:29][CH2:28][CH2:27]1.I[CH2:34][CH3:35].C([O-])([O-])=O.[Cs+].[Cs+].O, predict the reaction product. The product is: [CH2:34]([O:1][C:2]1[CH:7]=[CH:6][C:5]([NH:8][C:9]([C:11]2[CH:16]=[CH:15][C:14]([C:17]3[CH:22]=[CH:21][CH:20]=[CH:19][CH:18]=3)=[CH:13][CH:12]=2)=[O:10])=[CH:4][C:3]=1[NH:23][C:24](=[O:32])[CH2:25][N:26]1[CH2:27][CH2:28][O:29][CH2:30][CH2:31]1)[CH3:35].